From a dataset of Reaction yield outcomes from USPTO patents with 853,638 reactions. Predict the reaction yield, written as a fraction of the theoretical maximum amount of product (1.0 means a 100% yield; for example, 0.34 means a 34% yield). (1) The reactants are [NH2:1][C:2]1[CH:7]=[CH:6][C:5]([Cl:8])=[CH:4][C:3]=1[OH:9].[C:10]([Si:14](Cl)([C:21]1[CH:26]=[CH:25][CH:24]=[CH:23][CH:22]=1)[C:15]1[CH:20]=[CH:19][CH:18]=[CH:17][CH:16]=1)([CH3:13])([CH3:12])[CH3:11].N1C=CN=C1. The catalyst is C1COCC1. The product is [C:10]([Si:14]([C:21]1[CH:26]=[CH:25][CH:24]=[CH:23][CH:22]=1)([C:15]1[CH:16]=[CH:17][CH:18]=[CH:19][CH:20]=1)[O:9][C:3]1[CH:4]=[C:5]([Cl:8])[CH:6]=[CH:7][C:2]=1[NH2:1])([CH3:13])([CH3:11])[CH3:12]. The yield is 0.310. (2) The reactants are [Br:1][C:2]1[C:3]([F:12])=[C:4]2[C:10]([NH2:11])=[CH:9][NH:8][C:5]2=[N:6][CH:7]=1.[F:13][C:14]([F:25])([F:24])[C:15]1[CH:16]=[CH:17][C:18]([C:21](O)=[O:22])=[N:19][CH:20]=1.C1N(P(Cl)(N2C(=O)OCC2)=O)C(=O)OC1.[Li+].[OH-]. The catalyst is C(Cl)Cl.O. The product is [Br:1][C:2]1[C:3]([F:12])=[C:4]2[C:10]([NH:11][C:21](=[O:22])[C:18]3[CH:17]=[CH:16][C:15]([C:14]([F:24])([F:13])[F:25])=[CH:20][N:19]=3)=[CH:9][NH:8][C:5]2=[N:6][CH:7]=1. The yield is 0.550. (3) The reactants are [NH2:1][C:2]1[S:6][C:5]([C:7]2[CH:12]=[CH:11][CH:10]=[CH:9][CH:8]=2)=[N:4][C:3]=1[C:13]([O:15][CH2:16][CH3:17])=[O:14].[CH3:18][C:19]([O:22][C:23](O[C:23]([O:22][C:19]([CH3:21])([CH3:20])[CH3:18])=[O:24])=[O:24])([CH3:21])[CH3:20]. The catalyst is CC#N.CN(C1C=CN=CC=1)C. The product is [C:19]([O:22][C:23]([NH:1][C:2]1[S:6][C:5]([C:7]2[CH:12]=[CH:11][CH:10]=[CH:9][CH:8]=2)=[N:4][C:3]=1[C:13]([O:15][CH2:16][CH3:17])=[O:14])=[O:24])([CH3:21])([CH3:20])[CH3:18]. The yield is 0.950.